This data is from Forward reaction prediction with 1.9M reactions from USPTO patents (1976-2016). The task is: Predict the product of the given reaction. (1) Given the reactants [Cl:1][C:2]1[CH:3]=[C:4]([CH:13]=[CH:14][C:15]=1[F:16])[CH2:5][NH:6][C:7]1[S:8][CH2:9][C:10](=[O:12])[N:11]=1.C(O[Na])(C)=O.[CH:22]([C:24]1[N:25]=[C:26]2[C:31](=[CH:32][CH:33]=1)[N:30]=[CH:29][C:28]([C:34]#[N:35])=[CH:27]2)=O, predict the reaction product. The product is: [Cl:1][C:2]1[CH:3]=[C:4]([CH:13]=[CH:14][C:15]=1[F:16])[CH2:5][NH:6][C:7]1[S:8][C:9](=[CH:22][C:24]2[N:25]=[C:26]3[C:31](=[CH:32][CH:33]=2)[N:30]=[CH:29][C:28]([C:34]#[N:35])=[CH:27]3)[C:10](=[O:12])[N:11]=1. (2) Given the reactants [Br:1][C:2]1[CH:3]=[N:4][C:5]2[C:10]([CH:11]=1)=[CH:9][CH:8]=[CH:7][CH:6]=2.B.C1COCC1.COCCO[AlH2-]OCCOC.[Na+].[C:30]([O:33][CH2:34][C:35](Cl)=[O:36])(=[O:32])[CH3:31], predict the reaction product. The product is: [C:30]([O:33][CH2:34][C:35]([N:4]1[C:5]2[C:10](=[CH:9][CH:8]=[CH:7][CH:6]=2)[CH:11]=[C:2]([Br:1])[CH2:3]1)=[O:36])(=[O:32])[CH3:31]. (3) Given the reactants Br[C:2]1[CH:3]=[C:4]([N:13]([C@H:16]2[CH2:21][CH2:20][C@H:19]([N:22]([C:24]([O:26][C:27]([CH3:30])([CH3:29])[CH3:28])=[O:25])[CH3:23])[CH2:18][CH2:17]2)[CH2:14][CH3:15])[C:5]([CH3:12])=[C:6]([CH:11]=1)[C:7]([O:9][CH3:10])=[O:8].C(NC(C)C)(C)C.[CH2:38]([OH:41])[C:39]#[CH:40], predict the reaction product. The product is: [C:27]([O:26][C:24]([N:22]([CH3:23])[C@H:19]1[CH2:20][CH2:21][C@H:16]([N:13]([CH2:14][CH3:15])[C:4]2[C:5]([CH3:12])=[C:6]([CH:11]=[C:2]([C:40]#[C:39][CH2:38][OH:41])[CH:3]=2)[C:7]([O:9][CH3:10])=[O:8])[CH2:17][CH2:18]1)=[O:25])([CH3:28])([CH3:29])[CH3:30]. (4) Given the reactants [CH3:1][O:2][C:3](=[O:13])[C:4]1[CH:12]=[CH:11][CH:10]=[C:6]([C:7]([NH2:9])=[O:8])[CH:5]=1.Cl[C:15](Cl)(Cl)[S:16]Cl.[OH2:20], predict the reaction product. The product is: [O:20]=[C:15]1[S:16][N:9]=[C:7]([C:6]2[CH:5]=[C:4]([CH:12]=[CH:11][CH:10]=2)[C:3]([O:2][CH3:1])=[O:13])[O:8]1. (5) Given the reactants [C:1]([Si:5]([CH3:29])([CH3:28])[O:6][CH2:7][C@H:8]([CH2:19][N:20]1[CH:25]=[CH:24][C:23](=O)[NH:22][C:21]1=[O:27])[C@H:9]([O:11][Si:12]([C:15]([CH3:18])([CH3:17])[CH3:16])([CH3:14])[CH3:13])[CH3:10])([CH3:4])([CH3:3])[CH3:2].[NH:30]1[CH:34]=[N:33][CH:32]=[N:31]1, predict the reaction product. The product is: [C:1]([Si:5]([CH3:29])([CH3:28])[O:6][CH2:7][C@H:8]([CH2:19][N:20]1[CH:25]=[CH:24][C:23]([N:30]2[CH:34]=[N:33][CH:32]=[N:31]2)=[N:22][C:21]1=[O:27])[C@H:9]([O:11][Si:12]([C:15]([CH3:17])([CH3:16])[CH3:18])([CH3:13])[CH3:14])[CH3:10])([CH3:4])([CH3:2])[CH3:3]. (6) Given the reactants F[C:2]1[CH:7]=[CH:6][CH:5]=[CH:4][C:3]=1[S:8]([CH2:11][CH:12]1[CH2:17][CH2:16][O:15][CH2:14][CH2:13]1)(=[O:10])=[O:9].Cl.C([S:22][CH2:23][C:24]1[CH:29]=[CH:28][CH:27]=[CH:26][CH:25]=1)(=N)N.[OH-].[Na+].C(OCC)(=O)C, predict the reaction product. The product is: [CH2:23]([S:22][C:2]1[CH:7]=[CH:6][CH:5]=[CH:4][C:3]=1[S:8]([CH2:11][CH:12]1[CH2:17][CH2:16][O:15][CH2:14][CH2:13]1)(=[O:10])=[O:9])[C:24]1[CH:29]=[CH:28][CH:27]=[CH:26][CH:25]=1.